Dataset: Full USPTO retrosynthesis dataset with 1.9M reactions from patents (1976-2016). Task: Predict the reactants needed to synthesize the given product. (1) Given the product [Br:1][C:2]1[N:10]=[CH:9][CH:8]=[CH:7][C:3]=1[C:4]([N:13]([CH3:14])[CH3:11])=[O:5], predict the reactants needed to synthesize it. The reactants are: [Br:1][C:2]1[N:10]=[CH:9][CH:8]=[CH:7][C:3]=1[C:4](O)=[O:5].[CH2:11]([N:13](CC)[CH2:14]C)C.CNC.O.ON1C2C=CC=CC=2N=N1.Cl.CN(C)CCCN=C=NCC.[Cl-].[NH4+]. (2) The reactants are: Cl.[C:2]([O:6][C:7](=[O:14])[C@H:8]([C:10]([CH3:13])([CH3:12])[CH3:11])[NH2:9])([CH3:5])([CH3:4])[CH3:3].C(N(CC)CC)C.[O:22]([CH2:29][C:30](Cl)=[O:31])[C:23]1[CH:28]=[CH:27][CH:26]=[CH:25][CH:24]=1. Given the product [CH3:11][C:10]([CH3:13])([CH3:12])[C@H:8]([NH:9][C:30](=[O:31])[CH2:29][O:22][C:23]1[CH:28]=[CH:27][CH:26]=[CH:25][CH:24]=1)[C:7]([O:6][C:2]([CH3:5])([CH3:4])[CH3:3])=[O:14], predict the reactants needed to synthesize it.